Dataset: Experimentally validated miRNA-target interactions with 360,000+ pairs, plus equal number of negative samples. Task: Binary Classification. Given a miRNA mature sequence and a target amino acid sequence, predict their likelihood of interaction. The miRNA is hsa-miR-490-3p with sequence CAACCUGGAGGACUCCAUGCUG. The protein sequence of the target gene is MAAAAAAGEARRVLVYGGRGALGSRCVQAFRARNWWVASVDVVENEEASASIIVKMTDSFTEQADQVTAEVGKLLGEEKVDAILCVAGGWAGGNAKSKSLFKNCDLMWKQSIWTSTISSHLATKHLKEGGLLTLAGAKAALDGTPGMIGYGMAKGAVHQLCQSLAGKNSGMPPGAAAIAVLPVTLDTPMNRKSMPEADFSSWTPLEFLVETFHDWITGKNRPSSGSLIQVVTTEGRTELTPAYF. Result: 1 (interaction).